Dataset: hERG Central: cardiac toxicity at 1µM, 10µM, and general inhibition. Task: Predict hERG channel inhibition at various concentrations. (1) The compound is CCN1CCc2nc3ccccc3c(C(=O)Nc3ccc(C#N)cc3)c2C1. Results: hERG_inhib (hERG inhibition (general)): blocker. (2) The drug is CC(=O)c1cc(F)c(N2CCN(C(=O)COc3ccc(F)cc3)CC2)cc1C. Results: hERG_inhib (hERG inhibition (general)): blocker. (3) The molecule is CCCCn1c(=N)n(CC(O)COc2ccc(C)cc2)c2ccccc21.Cl. Results: hERG_inhib (hERG inhibition (general)): blocker. (4) The compound is O=C(NC1CC(=O)N(c2ccc(Cl)cc2)C1)N1CCN(C(=O)c2ccco2)CC1. Results: hERG_inhib (hERG inhibition (general)): blocker. (5) The drug is O=C(NCCCN1CCOCC1)c1cc(-c2ccc(Br)cc2)on1. Results: hERG_inhib (hERG inhibition (general)): blocker. (6) The drug is Cc1cccc(NC(=O)[C@@H](NC(=O)[C@@H]2Cc3ccccc3CN2)C(C)C)c1. Results: hERG_inhib (hERG inhibition (general)): blocker. (7) The compound is CCCCCCCC1=CC2=CC(=O)C(C)(OC(C)=O)C(=O)C2=CN1CCc1ccccc1. Results: hERG_inhib (hERG inhibition (general)): blocker.